From a dataset of Full USPTO retrosynthesis dataset with 1.9M reactions from patents (1976-2016). Predict the reactants needed to synthesize the given product. (1) Given the product [Cl:1][C:2]1[C:10]([NH:11][S:12]([C:15]2[S:16][CH:17]=[CH:18][CH:19]=2)(=[O:14])=[O:13])=[C:9]2[C:5]([CH:6]=[C:7]([C:20](=[S:32])[NH2:22])[NH:8]2)=[CH:4][CH:3]=1, predict the reactants needed to synthesize it. The reactants are: [Cl:1][C:2]1[C:10]([NH:11][S:12]([C:15]2[S:16][CH:17]=[CH:18][CH:19]=2)(=[O:14])=[O:13])=[C:9]2[C:5]([CH:6]=[C:7]([C:20]([NH2:22])=O)[NH:8]2)=[CH:4][CH:3]=1.COC1C=CC(P2(SP(C3C=CC(OC)=CC=3)(=S)S2)=[S:32])=CC=1. (2) Given the product [OH:27][CH2:26][C:22]1[CH:21]=[C:20]([C:9]2[N:10]=[C:11]([N:14]3[CH2:19][CH2:18][O:17][CH2:16][CH2:15]3)[C:12]3[S:13][C:5]([C:2]([OH:1])([CH3:4])[CH3:3])=[CH:6][C:7]=3[N:8]=2)[CH:25]=[N:24][CH:23]=1, predict the reactants needed to synthesize it. The reactants are: [OH:1][C:2]([C:5]1[S:13][C:12]2[C:11]([N:14]3[CH2:19][CH2:18][O:17][CH2:16][CH2:15]3)=[N:10][C:9]([C:20]3[CH:21]=[C:22]([CH:26]=[O:27])[CH:23]=[N:24][CH:25]=3)=[N:8][C:7]=2[CH:6]=1)([CH3:4])[CH3:3].[BH-](OC(C)=O)(OC(C)=O)OC(C)=O.[Na+].